Dataset: Full USPTO retrosynthesis dataset with 1.9M reactions from patents (1976-2016). Task: Predict the reactants needed to synthesize the given product. (1) Given the product [N:21]1([NH:27][C:2]2[N:7]=[C:6]([C:8]3[CH:20]=[CH:19][C:11]4[N:12]=[C:13]([NH:15][C:16](=[O:18])[CH3:17])[S:14][C:10]=4[CH:9]=3)[CH:5]=[CH:4][N:3]=2)[CH2:26][CH2:25][CH2:24][CH2:23][CH2:22]1, predict the reactants needed to synthesize it. The reactants are: Cl[C:2]1[N:7]=[C:6]([C:8]2[CH:20]=[CH:19][C:11]3[N:12]=[C:13]([NH:15][C:16](=[O:18])[CH3:17])[S:14][C:10]=3[CH:9]=2)[CH:5]=[CH:4][N:3]=1.[N:21]1([NH2:27])[CH2:26][CH2:25][CH2:24][CH2:23][CH2:22]1. (2) Given the product [CH2:1]([CH:8]1[CH2:20][CH2:19][C:18]2[C:17]3[C:12](=[CH:13][C:14]([Cl:22])=[C:15]([Cl:21])[CH:16]=3)[NH:11][C:10]=2[C:9]1=[O:23])[C:2]1[CH:3]=[CH:4][CH:5]=[CH:6][CH:7]=1, predict the reactants needed to synthesize it. The reactants are: [CH:1](=[C:8]1[CH2:20][CH2:19][C:18]2[C:17]3[C:12](=[CH:13][C:14]([Cl:22])=[C:15]([Cl:21])[CH:16]=3)[NH:11][C:10]=2[C:9]1=[O:23])[C:2]1[CH:7]=[CH:6][CH:5]=[CH:4][CH:3]=1. (3) The reactants are: Br[C:2]1[N:6]([S:7]([C:10]2[CH:11]=[N:12][CH:13]=[CH:14][CH:15]=2)(=[O:9])=[O:8])[CH:5]=[C:4]([CH2:16][N:17]([CH3:25])[C:18](=[O:24])[O:19][C:20]([CH3:23])([CH3:22])[CH3:21])[CH:3]=1.[F:26][C:27]1[CH:32]=[CH:31][C:30]([O:33][CH3:34])=[CH:29][C:28]=1B(O)O.C(=O)([O-])O.[Na+].COCCOC. Given the product [F:26][C:27]1[CH:32]=[CH:31][C:30]([O:33][CH3:34])=[CH:29][C:28]=1[C:2]1[N:6]([S:7]([C:10]2[CH:11]=[N:12][CH:13]=[CH:14][CH:15]=2)(=[O:9])=[O:8])[CH:5]=[C:4]([CH2:16][N:17]([CH3:25])[C:18](=[O:24])[O:19][C:20]([CH3:23])([CH3:22])[CH3:21])[CH:3]=1, predict the reactants needed to synthesize it. (4) Given the product [C:38]([NH:39][C:11]1[CH:6]=[CH:5][C:4]([CH2:3][N:2]([CH3:1])[C:31](=[O:33])/[CH:30]=[CH:29]/[C:24]2[CH:25]=[N:26][C:27]3[NH:28][C:19](=[O:18])[CH2:20][CH2:21][C:22]=3[CH:23]=2)=[CH:13][CH:12]=1)(=[O:52])[CH3:37], predict the reactants needed to synthesize it. The reactants are: [CH3:1][NH:2][CH2:3][C:4]1[CH:13]=[CH:12][C:11]2[C:6](=CC=CC=2)[C:5]=1CCC.Cl.[O:18]=[C:19]1[NH:28][C:27]2[N:26]=[CH:25][C:24](/[CH:29]=[CH:30]/[C:31]([OH:33])=O)=[CH:23][C:22]=2[CH2:21][CH2:20]1.Cl.CN1CC2C=C(/C=C/C(O)=O)C=NC=2[NH:39][C:38](=[O:52])[CH2:37]1. (5) Given the product [C:19]([O:18][C:16]([N:23]1[CH2:28][CH2:27][C@@H:26]([N:6]2[C:5]3[CH:4]=[CH:3][C:2]([Cl:1])=[CH:14][C:13]=3[C:12]3[C:7]2=[CH:8][CH:9]=[C:10]([Cl:15])[CH:11]=3)[C@H:25]([OH:29])[CH2:24]1)=[O:17])([CH3:22])([CH3:20])[CH3:21], predict the reactants needed to synthesize it. The reactants are: [Cl:1][C:2]1[CH:3]=[CH:4][C:5]2[NH:6][C:7]3[C:12]([C:13]=2[CH:14]=1)=[CH:11][C:10]([Cl:15])=[CH:9][CH:8]=3.[C:16]([N:23]1[CH2:28][CH2:27][CH:26]2[O:29][CH:25]2[CH2:24]1)([O:18][C:19]([CH3:22])([CH3:21])[CH3:20])=[O:17]. (6) Given the product [CH:25]1([CH2:28][NH:29][C:30]([NH:20][NH:19][C:17](=[O:18])[CH2:16][CH:15]([N:12]2[CH2:11][CH2:10][N:9]([C:4]3[CH:5]=[CH:6][CH:7]=[CH:8][C:3]=3[O:2][CH3:1])[CH2:14][CH2:13]2)[CH3:21])=[O:31])[CH2:26][CH2:27][CH2:22][CH2:23][CH2:24]1, predict the reactants needed to synthesize it. The reactants are: [CH3:1][O:2][C:3]1[CH:8]=[CH:7][CH:6]=[CH:5][C:4]=1[N:9]1[CH2:14][CH2:13][N:12]([CH:15]([CH3:21])[CH2:16][C:17]([NH:19][NH2:20])=[O:18])[CH2:11][CH2:10]1.[CH2:22]1[CH2:27][CH2:26][CH:25]([CH2:28][N:29]=[C:30]=[O:31])[CH2:24][CH2:23]1.CCOC(C)=O.